This data is from Forward reaction prediction with 1.9M reactions from USPTO patents (1976-2016). The task is: Predict the product of the given reaction. (1) Given the reactants [CH2:1]([N:8]1[C:16]2[C:11](=[N:12][C:13]([N:17](C(OC(C)(C)C)=O)[NH:18][C:19](OC(C)(C)C)=O)=[CH:14][CH:15]=2)[CH:10]=[C:9]1[CH2:33][O:34][Si](C(C)(C)C)(C)C)[C:2]1[CH:7]=[CH:6][CH:5]=[CH:4][CH:3]=1.[OH-].[Na+].[CH3:44]C(O)=O, predict the reaction product. The product is: [CH2:1]([N:8]1[C:16]2[CH:15]=[CH:14][C:13]3[N:12]([C:19]([CH3:44])=[N:18][N:17]=3)[C:11]=2[CH:10]=[C:9]1[CH2:33][OH:34])[C:2]1[CH:7]=[CH:6][CH:5]=[CH:4][CH:3]=1. (2) Given the reactants [NH2:1][C@@H:2]1[CH2:7][CH2:6][CH2:5][N:4](C(OC(C)(C)C)=O)[CH2:3]1.[F:15][C:16]([F:31])([F:30])[O:17][C:18]1[CH:19]=[C:20]2[C:24](=[CH:25][CH:26]=1)[NH:23][C:22]([C:27](O)=[O:28])=[CH:21]2.N, predict the reaction product. The product is: [NH:4]1[CH2:5][CH2:6][CH2:7][C@@H:2]([NH:1][C:27]([C:22]2[NH:23][C:24]3[C:20]([CH:21]=2)=[CH:19][C:18]([O:17][C:16]([F:31])([F:15])[F:30])=[CH:26][CH:25]=3)=[O:28])[CH2:3]1. (3) Given the reactants [NH2:1][C:2]1[N:3]=[N:4][C:5]([Br:8])=[CH:6][CH:7]=1.CO[CH:11](OC)[N:12]([CH3:14])[CH3:13], predict the reaction product. The product is: [Br:8][C:5]1[N:4]=[N:3][C:2](/[N:1]=[CH:11]/[N:12]([CH3:14])[CH3:13])=[CH:7][CH:6]=1. (4) Given the reactants [C:1]([C:4]1[C:5](=[O:21])[NH:6][C:7]2[C:12]([C:13]=1[C:14]1[CH:19]=[CH:18][N:17]=[CH:16][CH:15]=1)=[CH:11][C:10]([Cl:20])=[CH:9][CH:8]=2)(=[O:3])[CH3:2].[CH:22](=O)[C:23]1[CH:28]=[CH:27][CH:26]=[CH:25][CH:24]=1.[OH-].[Na+], predict the reaction product. The product is: [Cl:20][C:10]1[CH:11]=[C:12]2[C:7](=[CH:8][CH:9]=1)[NH:6][C:5](=[O:21])[C:4]([C:1](=[O:3])[CH:2]=[CH:22][C:23]1[CH:28]=[CH:27][CH:26]=[CH:25][CH:24]=1)=[C:13]2[C:14]1[CH:19]=[CH:18][N:17]=[CH:16][CH:15]=1. (5) Given the reactants C(OC1C=CC=CC=1CN1C(=O)C2=CC=CC=C2C1=O)CCCCC.CCN(C(C)C)C(C)C.[CH2:35]([O:41][C:42]1[CH:47]=[CH:46][CH:45]=[CH:44][C:43]=1[CH2:48][OH:49])[CH2:36][CH2:37][CH2:38][CH2:39][CH3:40].[CH3:50][S:51](Cl)(=[O:53])=[O:52], predict the reaction product. The product is: [CH3:50][S:51]([O:49][CH2:48][C:43]1[CH:44]=[CH:45][CH:46]=[CH:47][C:42]=1[O:41][CH2:35][CH2:36][CH2:37][CH2:38][CH2:39][CH3:40])(=[O:53])=[O:52]. (6) The product is: [C:12]([C:15]1[CH:16]=[CH:17][C:18]([NH:21][CH2:22][C:23]2[N:27]([CH3:28])[C:26]3[CH:29]=[CH:30][C:31]([C@@:33]([NH:42][CH2:43][C:44]([OH:46])=[O:45])([C:35]([N:37]4[CH2:41][CH2:40][CH2:39][CH2:38]4)=[O:36])[CH3:34])=[CH:32][C:25]=3[N:24]=2)=[CH:19][CH:20]=1)(=[NH:13])[NH2:14]. Given the reactants C1(C)C=CC(S(O)(=O)=O)=CC=1.[C:12]([C:15]1[CH:20]=[CH:19][C:18]([NH:21][CH2:22][C:23]2[N:27]([CH3:28])[C:26]3[CH:29]=[CH:30][C:31]([C@@:33]([NH:42][CH2:43][C:44]([O:46]CC)=[O:45])([C:35]([N:37]4[CH2:41][CH2:40][CH2:39][CH2:38]4)=[O:36])[CH3:34])=[CH:32][C:25]=3[N:24]=2)=[CH:17][CH:16]=1)(=[NH:14])[NH2:13].[OH-].[K+].O.C1(C)C=CC(S(O)(=O)=O)=CC=1, predict the reaction product. (7) Given the reactants [F-].[K+].I[C:4]1[C:9]([OH:10])=[CH:8][CH:7]=[C:6]([CH3:11])[N:5]=1.[F:12][C:13]([Si](C)(C)C)([F:15])[F:14].N, predict the reaction product. The product is: [CH3:11][C:6]1[N:5]=[C:4]([C:13]([F:15])([F:14])[F:12])[C:9]([OH:10])=[CH:8][CH:7]=1.